Task: Regression/Classification. Given a drug SMILES string, predict its absorption, distribution, metabolism, or excretion properties. Task type varies by dataset: regression for continuous measurements (e.g., permeability, clearance, half-life) or binary classification for categorical outcomes (e.g., BBB penetration, CYP inhibition). For this dataset (lipophilicity_astrazeneca), we predict Y.. Dataset: Experimental lipophilicity measurements (octanol/water distribution) for 4,200 compounds from AstraZeneca (1) The molecule is Cc1c(-c2ccc(O)cc2)c(=O)oc2cc(O)ccc12. The Y is 2.80 logD. (2) The molecule is O=c1oc2c(O)cccc2cc1-c1ccc(O)cc1. The Y is 2.80 logD. (3) The drug is Cc1ccc(Cl)c(Nc2ccnc(Nc3ccc(OCC(O)CN(C)C)cc3)n2)c1. The Y is 2.60 logD.